From a dataset of Reaction yield outcomes from USPTO patents with 853,638 reactions. Predict the reaction yield, written as a fraction of the theoretical maximum amount of product (1.0 means a 100% yield; for example, 0.34 means a 34% yield). (1) The reactants are [CH:1]([N:4]1[C:8]([C:9]2[CH:14]=[CH:13][N:12]=[C:11]([NH2:15])[N:10]=2)=[CH:7][N:6]=[C:5]1[CH3:16])([CH3:3])[CH3:2].[I:17]N1C(=O)CCC1=O.C(#N)C. The catalyst is C(O)(=O)C. The product is [I:17][C:14]1[C:9]([C:8]2[N:4]([CH:1]([CH3:3])[CH3:2])[C:5]([CH3:16])=[N:6][CH:7]=2)=[N:10][C:11]([NH2:15])=[N:12][CH:13]=1. The yield is 0.740. (2) The reactants are [N+:1]([C:4]1[CH:5]=[C:6]2[C:10](=[CH:11][CH:12]=1)[NH:9][N:8]=[CH:7]2)([O-])=O. The catalyst is CO.[Pd]. The product is [NH:9]1[C:10]2[C:6](=[CH:5][C:4]([NH2:1])=[CH:12][CH:11]=2)[CH:7]=[N:8]1. The yield is 0.970.